This data is from Reaction yield outcomes from USPTO patents with 853,638 reactions. The task is: Predict the reaction yield, written as a fraction of the theoretical maximum amount of product (1.0 means a 100% yield; for example, 0.34 means a 34% yield). The reactants are C1(P(C2CCCCC2)C2C=CC=CC=2C2C=CC=CC=2)CCCCC1.[C:26]1(B(O)O)[CH:31]=[CH:30][CH:29]=[CH:28][CH:27]=1.[O-]P([O-])([O-])=O.[K+].[K+].[K+].[C:43]([O:46][C@H:47]1[CH2:51][C@H:50]([N:52]2[CH:60]=[N:59][C:58]3[C:53]2=[N:54][CH:55]=[N:56][C:57]=3Br)[O:49][C@@H:48]1[CH2:62][O:63][Si:64]([C:67]([CH3:70])([CH3:69])[CH3:68])([CH3:66])[CH3:65])(=[O:45])[CH3:44]. The catalyst is O1CCOCC1.CC([O-])=O.CC([O-])=O.[Pd+2]. The product is [C:43]([O:46][C@H:47]1[CH2:51][C@H:50]([N:52]2[CH:60]=[N:59][C:58]3[C:53]2=[N:54][CH:55]=[N:56][C:57]=3[C:26]2[CH:31]=[CH:30][CH:29]=[CH:28][CH:27]=2)[O:49][C@@H:48]1[CH2:62][O:63][Si:64]([C:67]([CH3:70])([CH3:69])[CH3:68])([CH3:66])[CH3:65])(=[O:45])[CH3:44]. The yield is 0.640.